Dataset: Forward reaction prediction with 1.9M reactions from USPTO patents (1976-2016). Task: Predict the product of the given reaction. (1) Given the reactants FC(F)(F)C([N:5]([CH:9]1[CH2:18][CH2:17][C:16]2[C:11](=[CH:12][C:13]([OH:19])=[CH:14][CH:15]=2)[CH2:10]1)[CH2:6][CH2:7][CH3:8])=O, predict the reaction product. The product is: [CH2:6]([NH:5][CH:9]1[CH2:10][C:11]2[CH:12]=[C:13]([OH:19])[CH:14]=[CH:15][C:16]=2[CH2:17][CH2:18]1)[CH2:7][CH3:8]. (2) Given the reactants [CH2:1]([O:8][C@H:9]([CH3:19])[C:10]([N-]N1CCOCC1)=[O:11])[C:2]1[CH:7]=[CH:6][CH:5]=[CH:4][CH:3]=1.[CH:20]([Li])([CH3:22])[CH3:21].[Cl-].[NH4+], predict the reaction product. The product is: [CH2:1]([O:8][C@@H:9]([C:10](=[O:11])[CH:20]([CH3:22])[CH3:21])[CH3:19])[C:2]1[CH:3]=[CH:4][CH:5]=[CH:6][CH:7]=1. (3) Given the reactants [C:1]1([C:7]2[N:8]=[N:9][N:10]([CH2:12][C:13]([OH:15])=O)[N:11]=2)[CH:6]=[CH:5][CH:4]=[CH:3][CH:2]=1.C([N:19](CC)C(C)C)(C)C.[Cl:25][C:26]1[CH:27]=[C:28]([CH:38]=[CH:39][C:40]=1[Cl:41])[CH2:29][N:30]1[CH2:35][CH2:34][O:33][C@@H:32]([CH2:36]N)[CH2:31]1, predict the reaction product. The product is: [Cl:25][C:26]1[CH:27]=[C:28]([CH:38]=[CH:39][C:40]=1[Cl:41])[CH2:29][N:30]1[CH2:35][CH2:34][O:33][C@@H:32]([CH2:36][CH:12]([N:10]2[N:9]=[N:8][C:7]([C:1]3[CH:2]=[CH:3][CH:4]=[CH:5][CH:6]=3)=[N:11]2)[C:13]([NH2:19])=[O:15])[CH2:31]1. (4) Given the reactants C1C(N=NC2C3C=CC(S([O-])(=O)=O)=CC=3C=CC=2O)=CC=C(S([O-])(=O)=O)C=1.[Na+].[Na+].[F:30][C:31]1[C:32]([N:42]2[CH2:47][CH2:46][N:45]([CH2:48][C:49]([C:51]3[CH:52]=[CH:53][C:54]4[O:59][CH2:58][C:57](=[O:60])[N:56]([CH3:61])[C:55]=4[CH:62]=3)=[O:50])[CH2:44][CH2:43]2)=[C:33]2[C:38](=[CH:39][CH:40]=1)[N:37]=[C:36]([CH3:41])[CH:35]=[CH:34]2, predict the reaction product. The product is: [F:30][C:31]1[C:32]([N:42]2[CH2:43][CH2:44][N:45]([CH2:48][CH:49]([C:51]3[CH:52]=[CH:53][C:54]4[O:59][CH2:58][C:57](=[O:60])[N:56]([CH3:61])[C:55]=4[CH:62]=3)[OH:50])[CH2:46][CH2:47]2)=[C:33]2[C:38](=[CH:39][CH:40]=1)[N:37]=[C:36]([CH3:41])[CH:35]=[CH:34]2. (5) Given the reactants [H-].[Na+].[Br:3][C:4]1[CH:9]=[CH:8][C:7]([OH:10])=[CH:6][CH:5]=1.Cl[CH2:12][O:13][CH3:14].O, predict the reaction product. The product is: [Br:3][C:4]1[CH:9]=[CH:8][C:7]([O:10][CH2:12][O:13][CH3:14])=[CH:6][CH:5]=1. (6) Given the reactants [NH2:1][C:2]([NH2:4])=[O:3].C(OCCOCCOCC)C.Br[CH:17]1[CH2:23][CH2:22][CH2:21][CH2:20][CH2:19][C:18]1=O, predict the reaction product. The product is: [NH:1]1[C:18]2[CH2:19][CH2:20][CH2:21][CH2:22][CH2:23][C:17]=2[NH:4][C:2]1=[O:3]. (7) Given the reactants [N+:1]([C:4]1[CH:5]=[C:6]([OH:14])[CH:7]=[C:8]([C:10]([F:13])([F:12])[F:11])[CH:9]=1)([O-:3])=[O:2].Br[CH2:16][CH2:17][O:18][CH3:19], predict the reaction product. The product is: [CH3:19][O:18][CH2:17][CH2:16][O:14][C:6]1[CH:7]=[C:8]([C:10]([F:11])([F:12])[F:13])[CH:9]=[C:4]([N+:1]([O-:3])=[O:2])[CH:5]=1.